Dataset: Peptide-MHC class I binding affinity with 185,985 pairs from IEDB/IMGT. Task: Regression. Given a peptide amino acid sequence and an MHC pseudo amino acid sequence, predict their binding affinity value. This is MHC class I binding data. (1) The peptide sequence is MVTFKVPHAK. The MHC is HLA-A68:01 with pseudo-sequence HLA-A68:01. The binding affinity (normalized) is 0.548. (2) The peptide sequence is VYFVLTDRF. The MHC is HLA-B08:01 with pseudo-sequence HLA-B08:01. The binding affinity (normalized) is 0.0847. (3) The peptide sequence is QLKGQGKSRL. The binding affinity (normalized) is 0.0445. The MHC is HLA-A02:01 with pseudo-sequence HLA-A02:01. (4) The peptide sequence is NTPEGIIPAL. The MHC is HLA-A68:02 with pseudo-sequence HLA-A68:02. The binding affinity (normalized) is 0.721. (5) The peptide sequence is VVTVLWALY. The MHC is HLA-B27:03 with pseudo-sequence HLA-B27:03. The binding affinity (normalized) is 0.0847. (6) The peptide sequence is TNAMVTLRK. The MHC is HLA-A02:01 with pseudo-sequence HLA-A02:01. The binding affinity (normalized) is 0. (7) The peptide sequence is GDAYFSIPL. The MHC is Mamu-A11 with pseudo-sequence Mamu-A11. The binding affinity (normalized) is 0.501. (8) The peptide sequence is PRTLNAWVKL. The MHC is Mamu-B03 with pseudo-sequence Mamu-B03. The binding affinity (normalized) is 0.0870. (9) The peptide sequence is VLLLVTHYA. The MHC is HLA-A02:17 with pseudo-sequence HLA-A02:17. The binding affinity (normalized) is 0.184. (10) The binding affinity (normalized) is 0.547. The MHC is Mamu-B03 with pseudo-sequence Mamu-B03. The peptide sequence is ARAALQELL.